The task is: Predict which catalyst facilitates the given reaction.. This data is from Catalyst prediction with 721,799 reactions and 888 catalyst types from USPTO. (1) Reactant: [CH2:1]([NH:3][C:4]([NH:6][C:7]1[CH:12]=[CH:11][C:10]([C:13]2[N:14]=[C:15]([N:24]3[CH2:29][CH2:28][O:27][CH2:26][CH2:25]3)[C:16]3[CH2:22][CH2:21][N:20]([CH3:23])[CH2:19][C:17]=3[N:18]=2)=[CH:9][CH:8]=1)=[O:5])[CH3:2].[OH:30][CH:31]1[CH2:36][CH2:35]C(=O)[CH2:33][CH2:32]1.[BH-](OC(C)=O)(OC(C)=O)OC(C)=O.[Na+]. Product: [CH2:1]([NH:3][C:4]([NH:6][C:7]1[CH:8]=[CH:9][C:10]([C:13]2[N:14]=[C:15]([N:24]3[CH2:29][CH2:28][O:27][CH2:26][CH2:25]3)[C:16]3[CH2:22][CH2:21][N:20]([CH:23]4[CH2:35][CH2:36][CH:31]([OH:30])[CH2:32][CH2:33]4)[CH2:19][C:17]=3[N:18]=2)=[CH:11][CH:12]=1)=[O:5])[CH3:2].[CH2:1]([NH:3][C:4]([NH:6][C:7]1[CH:8]=[CH:9][C:10]([C:13]2[N:14]=[C:15]([N:24]3[CH2:29][CH2:28][O:27][CH2:26][CH2:25]3)[C:16]3[CH2:22][CH2:21][N:20]([CH3:23])[CH2:19][C:17]=3[N:18]=2)=[CH:11][CH:12]=1)=[O:5])[CH3:2]. The catalyst class is: 825. (2) Reactant: Br[C:2]1[CH:15]=[N:14][C:5]2[NH:6][C:7](=O)[C:8]([CH3:12])([CH3:11])[NH:9][CH2:10][C:4]=2[CH:3]=1.[H-].[H-].[H-].[H-].[Li+].[Al+3]. Product: [CH3:11][C:8]1([CH3:12])[CH2:7][NH:6][C:5]2[N:14]=[CH:15][CH:2]=[CH:3][C:4]=2[CH2:10][NH:9]1. The catalyst class is: 1.